This data is from Full USPTO retrosynthesis dataset with 1.9M reactions from patents (1976-2016). The task is: Predict the reactants needed to synthesize the given product. (1) Given the product [ClH:33].[CH:12]1[C:8]2[CH:9]=[CH:10][C:11]3[CH:1]=[CH:2][CH:3]=[CH:4][C:5]=3[C:6](=[C:16]3[CH2:17][CH2:18][N:19]([C:22](=[O:32])[CH2:23][NH2:24])[CH2:20][CH2:21]3)[C:7]=2[CH:15]=[CH:14][CH:13]=1, predict the reactants needed to synthesize it. The reactants are: [CH:1]1[C:11]2[CH:10]=[CH:9][C:8]3[CH:12]=[CH:13][CH:14]=[CH:15][C:7]=3[C:6](=[C:16]3[CH2:21][CH2:20][N:19]([C:22](=[O:32])[CH2:23][NH:24]C(=O)OC(C)(C)C)[CH2:18][CH2:17]3)[C:5]=2[CH:4]=[CH:3][CH:2]=1.[ClH:33].O1CCOCC1. (2) Given the product [Cl:1][C:2]1[C:14]([F:15])=[C:13]2[C:5]([C:6]3[C:7](=[O:23])[C:8]4[CH:21]=[CH:20][C:19]([O:22][CH2:30][C@H:28]5[CH2:27][O:26][C:25]([CH3:32])([CH3:24])[O:29]5)=[CH:18][C:9]=4[C:10]([CH3:17])([CH3:16])[C:11]=3[NH:12]2)=[CH:4][CH:3]=1, predict the reactants needed to synthesize it. The reactants are: [Cl:1][C:2]1[C:14]([F:15])=[C:13]2[C:5]([C:6]3[C:7](=[O:23])[C:8]4[CH:21]=[CH:20][C:19]([OH:22])=[CH:18][C:9]=4[C:10]([CH3:17])([CH3:16])[C:11]=3[NH:12]2)=[CH:4][CH:3]=1.[CH3:24][C:25]1([CH3:32])[O:29][C@@H:28]([CH2:30]O)[CH2:27][O:26]1.C1(P(C2C=CC=CC=2)C2C=CC=CC=2)C=CC=CC=1.C(OC(N=NC(OCC)=O)=O)C. (3) Given the product [CH3:28][CH:27]([NH:30][C:31]([NH:23][C:22]1[CH:24]=[CH:25][CH:26]=[C:20]([CH2:19][CH2:18][N:15]2[CH2:14][CH2:13][N:12]([C:8]3[CH:7]=[CH:6][CH:5]=[C:4]4[C:9]=3[CH:10]=[CH:11][C:2]([CH3:1])=[N:3]4)[CH2:17][CH2:16]2)[CH:21]=1)=[O:32])[CH3:29], predict the reactants needed to synthesize it. The reactants are: [CH3:1][C:2]1[CH:11]=[CH:10][C:9]2[C:4](=[CH:5][CH:6]=[CH:7][C:8]=2[N:12]2[CH2:17][CH2:16][N:15]([CH2:18][CH2:19][C:20]3[CH:21]=[C:22]([CH:24]=[CH:25][CH:26]=3)[NH2:23])[CH2:14][CH2:13]2)[N:3]=1.[CH:27]([N:30]=[C:31]=[O:32])([CH3:29])[CH3:28]. (4) Given the product [Si:5]([O:6][C:7]1([C:11]2[S:12][C:13]([C:16]3[CH:21]=[C:20]([NH2:22])[CH:19]=[C:18]([NH:25][C:26]4[N:31]=[C:30]([C:32]([F:33])([F:34])[F:35])[CH:29]=[CH:28][N:27]=4)[CH:17]=3)=[CH:14][N:15]=2)[CH2:10][CH2:9][CH2:8]1)([C:1]([CH3:2])([CH3:3])[CH3:4])([CH3:36])[CH3:37], predict the reactants needed to synthesize it. The reactants are: [C:1]([Si:5]([CH3:37])([CH3:36])[O:6][C:7]1([C:11]2[S:12][C:13]([C:16]3[CH:17]=[C:18]([NH:25][C:26]4[N:31]=[C:30]([C:32]([F:35])([F:34])[F:33])[CH:29]=[CH:28][N:27]=4)[CH:19]=[C:20]([N+:22]([O-])=O)[CH:21]=3)=[CH:14][N:15]=2)[CH2:10][CH2:9][CH2:8]1)([CH3:4])([CH3:3])[CH3:2].